From a dataset of Full USPTO retrosynthesis dataset with 1.9M reactions from patents (1976-2016). Predict the reactants needed to synthesize the given product. (1) The reactants are: [CH2:1]([N:3]1[CH:7]=[C:6]([NH2:8])[CH:5]=[N:4]1)[CH3:2].Br[C:10]1[C:11](=[O:18])[N:12]([CH3:17])[CH:13]=[C:14]([Br:16])[N:15]=1. Given the product [Br:16][C:14]1[N:15]=[C:10]([NH:8][C:6]2[CH:5]=[N:4][N:3]([CH2:1][CH3:2])[CH:7]=2)[C:11](=[O:18])[N:12]([CH3:17])[CH:13]=1, predict the reactants needed to synthesize it. (2) Given the product [Cl:1][C:2]1[CH:3]=[C:4]([N:8]([CH2:9][C:10]2[C:19]3[C:14](=[C:15]([F:20])[CH:16]=[CH:17][CH:18]=3)[NH:13][C:12](=[O:21])[C:11]=2[F:22])[C:29]([C:28]2[S:27][CH:26]=[N:25][C:24]=2[CH3:23])=[O:30])[CH:5]=[CH:6][CH:7]=1, predict the reactants needed to synthesize it. The reactants are: [Cl:1][C:2]1[CH:3]=[C:4]([NH:8][CH2:9][C:10]2[C:19]3[C:14](=[C:15]([F:20])[CH:16]=[CH:17][CH:18]=3)[NH:13][C:12](=[O:21])[C:11]=2[F:22])[CH:5]=[CH:6][CH:7]=1.[CH3:23][C:24]1[N:25]=[CH:26][S:27][C:28]=1[C:29](O)=[O:30].